From a dataset of Reaction yield outcomes from USPTO patents with 853,638 reactions. Predict the reaction yield, written as a fraction of the theoretical maximum amount of product (1.0 means a 100% yield; for example, 0.34 means a 34% yield). The reactants are Cl[C:2]1[N:3]=[N:4][C:5]([S:8]([CH3:11])(=[O:10])=[O:9])=[CH:6][CH:7]=1.[CH3:12][O:13][CH2:14][C@H:15]([CH3:35])[O:16][C:17]1[CH:18]=[C:19]([OH:34])[CH:20]=[C:21]([C:23]2[NH:24][C:25]([C:28]3[O:29][C@@H:30]([CH3:33])[CH2:31][N:32]=3)=[CH:26][CH:27]=2)[CH:22]=1.C(=O)([O-])[O-].[Cs+].[Cs+].O. The catalyst is C(#N)C. The product is [CH3:12][O:13][CH2:14][C@H:15]([CH3:35])[O:16][C:17]1[CH:18]=[C:19]([CH:20]=[C:21]([C:23]2[NH:24][C:25]([C:28]3[O:29][C@@H:30]([CH3:33])[CH2:31][N:32]=3)=[CH:26][CH:27]=2)[CH:22]=1)[O:34][C:2]1[N:3]=[N:4][C:5]([S:8]([CH3:11])(=[O:10])=[O:9])=[CH:6][CH:7]=1. The yield is 0.980.